Dataset: Catalyst prediction with 721,799 reactions and 888 catalyst types from USPTO. Task: Predict which catalyst facilitates the given reaction. (1) Product: [CH3:1][C:2]1[N:7]=[C:6]([NH:8][S:9]([C:12]2[CH:13]=[N:14][C:15]([N:19]3[CH2:24][CH2:23][CH2:22][CH2:21][CH2:20]3)=[CH:16][CH:17]=2)(=[O:11])=[O:10])[CH:5]=[CH:4][CH:3]=1. Reactant: [CH3:1][C:2]1[N:7]=[C:6]([NH:8][S:9]([C:12]2[CH:13]=[N:14][C:15](Cl)=[CH:16][CH:17]=2)(=[O:11])=[O:10])[CH:5]=[CH:4][CH:3]=1.[NH:19]1[CH2:24][CH2:23][CH2:22][CH2:21][CH2:20]1. The catalyst class is: 12. (2) Reactant: [I-:1].[Na+].[F:3][CH:4]([F:39])[C:5]1[CH:10]=[CH:9][N:8]=[C:7]([NH:11][C:12]2[N:17]=[C:16]([C:18]3[CH:19]=[N:20][C:21]([C@@:24]([C@H:27]4[CH2:32][CH2:31][C@H:30]([C:33]([O:35][CH2:36]Cl)=[O:34])[CH2:29][CH2:28]4)([OH:26])[CH3:25])=[CH:22][CH:23]=3)[CH:15]=[C:14]([CH3:38])[CH:13]=2)[CH:6]=1.[CH3:40][N:41]1[CH2:46][CH2:45][O:44][CH2:43][CH2:42]1. Product: [I-:1].[F:3][CH:4]([F:39])[C:5]1[CH:10]=[CH:9][N:8]=[C:7]([NH:11][C:12]2[N:17]=[C:16]([C:18]3[CH:19]=[N:20][C:21]([C@@:24]([C@H:27]4[CH2:32][CH2:31][C@H:30]([C:33]([O:35][CH2:36][N+:41]5([CH3:40])[CH2:46][CH2:45][O:44][CH2:43][CH2:42]5)=[O:34])[CH2:29][CH2:28]4)([OH:26])[CH3:25])=[CH:22][CH:23]=3)[CH:15]=[C:14]([CH3:38])[CH:13]=2)[CH:6]=1. The catalyst class is: 10.